Dataset: Full USPTO retrosynthesis dataset with 1.9M reactions from patents (1976-2016). Task: Predict the reactants needed to synthesize the given product. (1) Given the product [Cl:1][C:2]1[CH:3]=[CH:4][C:5]([N:8]2[CH:12]=[CH:11][C:10]([C:13]([F:14])([F:15])[F:16])=[C:9]2[CH2:17][OH:18])=[CH:6][CH:7]=1.[Cl:21][C:22]1[CH:23]=[CH:24][C:25]([N:28]2[CH:32]=[CH:31][C:30]([C:33]([F:38])([F:39])[C:34]([F:36])([F:37])[F:35])=[C:29]2[CH2:40][OH:41])=[CH:26][CH:27]=1, predict the reactants needed to synthesize it. The reactants are: [Cl:1][C:2]1[CH:7]=[CH:6][C:5]([N:8]2[CH:12]=[CH:11][C:10]([C:13]([F:16])([F:15])[F:14])=[C:9]2[C:17](OC)=[O:18])=[CH:4][CH:3]=1.[Cl:21][C:22]1[CH:27]=[CH:26][C:25]([N:28]2[CH:32]=[CH:31][C:30]([C:33]([F:39])([F:38])[C:34]([F:37])([F:36])[F:35])=[C:29]2[C:40](OC)=[O:41])=[CH:24][CH:23]=1.[H-].[H-].[H-].[H-].[Li+].[Al+3]. (2) Given the product [NH2:3][C:6]1[CH:7]=[CH:8][C:9]([C:10]([NH:12][C:13]2[CH:21]=[C:20]([O:22][C:23]3[CH:28]=[CH:27][CH:26]=[CH:25][CH:24]=3)[CH:19]=[CH:18][C:14]=2[C:15]([OH:17])=[O:16])=[O:11])=[CH:29][CH:30]=1, predict the reactants needed to synthesize it. The reactants are: CO.[N+:3]([C:6]1[CH:30]=[CH:29][C:9]([C:10]([NH:12][C:13]2[CH:21]=[C:20]([O:22][C:23]3[CH:28]=[CH:27][CH:26]=[CH:25][CH:24]=3)[CH:19]=[CH:18][C:14]=2[C:15]([OH:17])=[O:16])=[O:11])=[CH:8][CH:7]=1)([O-])=O. (3) Given the product [C:12]([O:15][C@@H:16]1[CH2:34][CH2:33][C@@:32]2([CH3:35])[C@H:18]([CH2:19][CH2:20][C@@H:21]3[C:31]2=[CH:30][CH2:29][C@@:28]2([CH3:36])[C@H:22]3[CH2:23][CH:24]=[C:25]2[C@H:26]([CH3:27])/[CH:8]=[CH:7]/[C:6]([O:10][CH3:11])=[O:9])[CH2:17]1)(=[O:14])[CH3:13], predict the reactants needed to synthesize it. The reactants are: [Cl-].[Cl-].C([Al+2])C.[C:6]([O:10][CH3:11])(=[O:9])[C:7]#[CH:8].[C:12]([O:15][C@@H:16]1[CH2:34][CH2:33][C@@:32]2([CH3:35])[C@H:18]([CH2:19][CH2:20][C@@H:21]3[C:31]2=[CH:30][CH2:29][C@@:28]2([CH3:36])[C@H:22]3[CH2:23][CH2:24]/[C:25]/2=[CH:26]/[CH3:27])[CH2:17]1)(=[O:14])[CH3:13].O. (4) Given the product [CH2:1]([O:8][C:9]1[CH:14]=[CH:13][N:12]([CH2:15][C:16]2[CH:21]=[CH:20][CH:19]=[C:18]([F:22])[CH:17]=2)[C:11](=[O:23])[C:10]=1[C:25]#[CH:26])[C:2]1[CH:7]=[CH:6][CH:5]=[CH:4][CH:3]=1, predict the reactants needed to synthesize it. The reactants are: [CH2:1]([O:8][C:9]1[CH:14]=[CH:13][N:12]([CH2:15][C:16]2[CH:21]=[CH:20][CH:19]=[C:18]([F:22])[CH:17]=2)[C:11](=[O:23])[C:10]=1I)[C:2]1[CH:7]=[CH:6][CH:5]=[CH:4][CH:3]=1.[CH2:25](N(CC)CC)[CH3:26]. (5) Given the product [O:1]([CH2:8][C:9]1[NH:10][CH:11]=[C:12]([C:14]2[CH:27]=[CH:26][C:17]([O:18][C:19]3[CH:20]=[CH:21][C:22]([NH:23][C:33]([NH2:32])=[O:34])=[CH:24][CH:25]=3)=[CH:16][CH:15]=2)[N:13]=1)[C:2]1[CH:7]=[CH:6][CH:5]=[CH:4][CH:3]=1, predict the reactants needed to synthesize it. The reactants are: [O:1]([CH2:8][C:9]1[NH:10][CH:11]=[C:12]([C:14]2[CH:27]=[CH:26][C:17]([O:18][C:19]3[CH:25]=[CH:24][C:22]([NH2:23])=[CH:21][CH:20]=3)=[CH:16][CH:15]=2)[N:13]=1)[C:2]1[CH:7]=[CH:6][CH:5]=[CH:4][CH:3]=1.C[Si]([N:32]=[C:33]=[O:34])(C)C. (6) The reactants are: [Li+].[Cl-].[CH3:3][O:4][C:5]([CH2:7]P(OC)(OC)=O)=[O:6].C1CCN2C(=NCCC2)CC1.[O:25]1[CH2:30][CH2:29][CH2:28][CH2:27][CH:26]1[O:31][C:32]1[CH:33]=[C:34]([C:38]23[CH2:45][CH2:44][C:41]([CH2:46][CH2:47][CH:48]=O)([CH2:42][CH2:43]2)[CH2:40][O:39]3)[CH:35]=[CH:36][CH:37]=1. Given the product [O:25]1[CH2:30][CH2:29][CH2:28][CH2:27][CH:26]1[O:31][C:32]1[CH:33]=[C:34]([C:38]23[CH2:45][CH2:44][C:41]([CH2:46][CH2:47]/[CH:48]=[CH:7]/[C:5]([O:4][CH3:3])=[O:6])([CH2:42][CH2:43]2)[CH2:40][O:39]3)[CH:35]=[CH:36][CH:37]=1, predict the reactants needed to synthesize it. (7) The reactants are: [CH:1]([C:3]1[NH:7][C:6]([CH3:8])=[C:5]([C:9]([OH:11])=[O:10])[C:4]=1[CH3:12])=O.[F:13][C:14]1[CH:15]=[C:16]2[C:20](=[CH:21][CH:22]=1)[NH:19][C:18](=[O:23])[CH2:17]2.C(O)C.N1CCCC1. Given the product [F:13][C:14]1[CH:15]=[C:16]2[C:20](=[CH:21][CH:22]=1)[NH:19][C:18](=[O:23])/[C:17]/2=[CH:1]\[C:3]1[NH:7][C:6]([CH3:8])=[C:5]([C:9]([OH:11])=[O:10])[C:4]=1[CH3:12], predict the reactants needed to synthesize it. (8) The reactants are: [H-].[Na+].CO[C:5]1[CH:6]=[CH:7][C:8]([N+:12]([O-:14])=[O:13])=[C:9]([CH:11]=1)[NH2:10].[C:15](O[C:15]([O:17][C:18]([CH3:21])([CH3:20])[CH3:19])=[O:16])([O:17][C:18]([CH3:21])([CH3:20])[CH3:19])=[O:16].[O:30]1CCC[CH2:31]1. Given the product [C:18]([O:17][C:15]([NH:10][C:9]1[C:11]([O:30][CH3:31])=[CH:5][CH:6]=[CH:7][C:8]=1[N+:12]([O-:14])=[O:13])=[O:16])([CH3:21])([CH3:20])[CH3:19], predict the reactants needed to synthesize it. (9) Given the product [C:1]([O:5][C:6](=[O:17])[NH:7][C@H:8]1[CH2:13][CH2:12][C@H:11]([CH2:14][CH2:15][N:21]2[CH2:22][CH2:23][N:18]([C:24]3[C:29]4[CH:30]=[CH:31][S:32][C:28]=4[CH:27]=[CH:26][N:25]=3)[CH2:19][CH2:20]2)[CH2:10][CH2:9]1)([CH3:4])([CH3:3])[CH3:2], predict the reactants needed to synthesize it. The reactants are: [C:1]([O:5][C:6](=[O:17])[NH:7][C@H:8]1[CH2:13][CH2:12][C@H:11]([CH2:14][CH:15]=O)[CH2:10][CH2:9]1)([CH3:4])([CH3:3])[CH3:2].[N:18]1([C:24]2[C:29]3[CH:30]=[CH:31][S:32][C:28]=3[CH:27]=[CH:26][N:25]=2)[CH2:23][CH2:22][NH:21][CH2:20][CH2:19]1.CC(O)=O.C([O-])(O)=O.[Na+].